From a dataset of Forward reaction prediction with 1.9M reactions from USPTO patents (1976-2016). Predict the product of the given reaction. (1) Given the reactants [OH:1][CH2:2][C:3]([C:5]1([CH3:26])[C:21]2([CH3:22])[CH:8]([CH:9]3[C:18](=[CH:19][CH2:20]2)[C:17]2([CH3:23])[C:12](=[CH:13][C:14](=[O:24])[CH2:15][CH2:16]2)[CH2:11][CH2:10]3)[CH2:7][CH:6]1[CH3:25])=[O:4].C(OCC(=O)[C@]1(C)[C@]2(C)C(C3C(=CC2)[C@]2(C)C(=CC(=O)CC2)CC3)C[C@H]1C)(=O)C.C[O-].[Na+], predict the reaction product. The product is: [OH:1][CH2:2][C:3]([C@:5]1([CH3:26])[C@:21]2([CH3:22])[CH:8]([CH:9]3[C:18](=[CH:19][CH2:20]2)[C@:17]2([CH3:23])[C:12](=[CH:13][C:14](=[O:24])[CH2:15][CH2:16]2)[CH2:11][CH2:10]3)[CH2:7][C@H:6]1[CH3:25])=[O:4]. (2) Given the reactants Br[C:2]1[CH:14]=[CH:13][CH:12]=[CH:11][C:3]=1[O:4][CH2:5][C:6]([O:8][CH2:9][CH3:10])=[O:7].[CH3:15][O:16][C:17]1[CH:22]=[CH:21][C:20]([CH2:23][SH:24])=[CH:19][CH:18]=1.CC1(C)C2C(=C(P(C3C=CC=CC=3)C3C=CC=CC=3)C=CC=2)OC2C(P(C3C=CC=CC=3)C3C=CC=CC=3)=CC=CC1=2.CCN(C(C)C)C(C)C, predict the reaction product. The product is: [CH3:15][O:16][C:17]1[CH:22]=[CH:21][C:20]([CH2:23][S:24][C:2]2[CH:14]=[CH:13][CH:12]=[CH:11][C:3]=2[O:4][CH2:5][C:6]([O:8][CH2:9][CH3:10])=[O:7])=[CH:19][CH:18]=1. (3) Given the reactants [H-].[Na+].[Cl:3][C:4]1[CH:5]=[C:6]([OH:10])[CH:7]=[CH:8][CH:9]=1.Cl[C:12]1[C:21]2[C:16](=[CH:17][C:18]([O:24][CH3:25])=[C:19]([O:22][CH3:23])[CH:20]=2)[N:15]=[CH:14][N:13]=1.CCOC(C)=O, predict the reaction product. The product is: [Cl:3][C:4]1[CH:5]=[C:6]([CH:7]=[CH:8][CH:9]=1)[O:10][C:12]1[C:21]2[C:16](=[CH:17][C:18]([O:24][CH3:25])=[C:19]([O:22][CH3:23])[CH:20]=2)[N:15]=[CH:14][N:13]=1.